This data is from Reaction yield outcomes from USPTO patents with 853,638 reactions. The task is: Predict the reaction yield, written as a fraction of the theoretical maximum amount of product (1.0 means a 100% yield; for example, 0.34 means a 34% yield). (1) The reactants are [OH:1][CH:2]([CH2:6][C:7]([OH:9])=[O:8])[C:3]([OH:5])=[O:4].F[C:11](F)(F)C(OC(=O)C(F)(F)F)=O.CO. No catalyst specified. The product is [OH:1][CH:2]([C:3]([O:5][CH3:11])=[O:4])[CH2:6][C:7]([OH:9])=[O:8]. The yield is 0.730. (2) The reactants are [Br-].[C:2]([C:4]1[CH:20]=[CH:19][C:7]([CH2:8][P+](OCC)(OCC)OCC)=[CH:6][CH:5]=1)#[N:3].C1OCCOCCOCCOCCOC1.[H-].[Na+].[C:38]([N:45]1[CH2:50][CH2:49][C:48](=O)[CH2:47][CH2:46]1)([O:40][C:41]([CH3:44])([CH3:43])[CH3:42])=[O:39]. The catalyst is C1COCC1. The product is [C:2]([C:4]1[CH:5]=[CH:6][C:7]([CH:8]=[C:48]2[CH2:49][CH2:50][N:45]([C:38]([O:40][C:41]([CH3:44])([CH3:43])[CH3:42])=[O:39])[CH2:46][CH2:47]2)=[CH:19][CH:20]=1)#[N:3]. The yield is 0.560. (3) The reactants are Br[C:2]1[CH:3]=[C:4]2[C:9](=[CH:10][CH:11]=1)[N:8]=[CH:7][C:6]([C:12](=[O:14])[CH3:13])=[C:5]2[NH:15][C:16]1[CH:21]=[CH:20][C:19]([CH2:22][N:23]2[CH2:27][CH2:26][CH2:25][CH2:24]2)=[CH:18][CH:17]=1.[Cl:28][C:29]1[CH:34]=[C:33](B2OC(C)(C)C(C)(C)O2)[CH:32]=[C:31]([Cl:44])[C:30]=1[OH:45]. No catalyst specified. The product is [Cl:44][C:31]1[CH:32]=[C:33]([C:2]2[CH:3]=[C:4]3[C:9](=[CH:10][CH:11]=2)[N:8]=[CH:7][C:6]([C:12](=[O:14])[CH3:13])=[C:5]3[NH:15][C:16]2[CH:21]=[CH:20][C:19]([CH2:22][N:23]3[CH2:27][CH2:26][CH2:25][CH2:24]3)=[CH:18][CH:17]=2)[CH:34]=[C:29]([Cl:28])[C:30]=1[OH:45]. The yield is 0.560.